From a dataset of M1 muscarinic receptor antagonist screen with 61,756 compounds. Binary Classification. Given a drug SMILES string, predict its activity (active/inactive) in a high-throughput screening assay against a specified biological target. The compound is Clc1cc(N2C(O)(C(=O)NC3CC3)c3c(NC2=O)cccc3)ccc1Cl. The result is 0 (inactive).